This data is from Catalyst prediction with 721,799 reactions and 888 catalyst types from USPTO. The task is: Predict which catalyst facilitates the given reaction. (1) Reactant: [NH2:1][S:2]([C:5]1[CH:6]=[C:7]2[C:11](=[CH:12][CH:13]=1)[NH:10][C:9](=[O:14])[CH2:8]2)(=[O:4])=[O:3].[CH3:15][C:16]1[C:24]2[C:19](=[CH:20][CH:21]=[CH:22][CH:23]=2)[NH:18][C:17]=1[CH:25]=O.N1CCCCC1. Product: [CH3:15][C:16]1[C:24]2[C:19](=[CH:20][CH:21]=[CH:22][CH:23]=2)[NH:18][C:17]=1[CH:25]=[C:8]1[C:7]2[C:11](=[CH:12][CH:13]=[C:5]([S:2]([NH2:1])(=[O:4])=[O:3])[CH:6]=2)[NH:10][C:9]1=[O:14]. The catalyst class is: 8. (2) Reactant: [OH:1][C:2]1[CH:3]=[C:4]([CH:15]=[CH:16][C:17]=1[N+:18]([O-:20])=[O:19])[C:5]([O:7][CH2:8][C:9]1[CH:14]=[CH:13][CH:12]=[CH:11][CH:10]=1)=[O:6].Br[CH2:22][CH2:23][O:24][CH:25]1[CH2:30][CH2:29][CH2:28][CH2:27][O:26]1.C([O-])([O-])=O.[K+].[K+]. Product: [N+:18]([C:17]1[CH:16]=[CH:15][C:4]([C:5]([O:7][CH2:8][C:9]2[CH:14]=[CH:13][CH:12]=[CH:11][CH:10]=2)=[O:6])=[CH:3][C:2]=1[O:1][CH2:22][CH2:23][O:24][CH:25]1[CH2:30][CH2:29][CH2:28][CH2:27][O:26]1)([O-:20])=[O:19]. The catalyst class is: 517. (3) The catalyst class is: 1. Product: [OH:12][C:11]1[C:6]2[C:5](=[CH:10][CH:9]=[CH:8][N:7]=2)[N:4]([CH3:3])[C:15](=[O:27])[C:16]=1[C:17]1[CH:22]=[CH:21][CH:20]=[CH:19][C:18]=1[C:23]([F:26])([F:25])[F:24]. Reactant: [H-].[Na+].[CH3:3][N:4]([C:15](=[O:27])[CH2:16][C:17]1[CH:22]=[CH:21][CH:20]=[CH:19][C:18]=1[C:23]([F:26])([F:25])[F:24])[C:5]1[C:6]([C:11](OC)=[O:12])=[N:7][CH:8]=[CH:9][CH:10]=1. (4) Product: [F:1][C:2]1[CH:7]=[CH:6][CH:5]=[C:4]([F:8])[C:3]=1[C:9]1[CH:17]=[CH:16][CH:15]=[C:14]2[C:10]=1/[C:11](=[CH:19]/[C:20]1[NH:24][CH:23]=[C:22]([C:25]([N:37]3[CH2:38][CH2:39][CH2:40][C@@H:35]([CH2:34][N:29]4[CH2:30][CH2:31][CH2:32][CH2:33]4)[CH2:36]3)=[O:26])[C:21]=1[CH3:28])/[C:12](=[O:18])[NH:13]2. The catalyst class is: 1. Reactant: [F:1][C:2]1[CH:7]=[CH:6][CH:5]=[C:4]([F:8])[C:3]=1[C:9]1[CH:17]=[CH:16][CH:15]=[C:14]2[C:10]=1/[C:11](=[CH:19]/[C:20]1[NH:24][CH:23]=[C:22]([C:25](O)=[O:26])[C:21]=1[CH3:28])/[C:12](=[O:18])[NH:13]2.[N:29]1([CH2:34][C@@H:35]2[CH2:40][CH2:39][CH2:38][NH:37][CH2:36]2)[CH2:33][CH2:32][CH2:31][CH2:30]1.C1C=CC2N(O)N=NC=2C=1.C(Cl)CCl. (5) Reactant: Br[C:2]1[N:3]([C:13]2[CH:18]=[CH:17][C:16]([OH:19])=[C:15]([F:20])[C:14]=2[F:21])[C:4]2[C:9]([C:10]=1[C:11]#[N:12])=[CH:8][CH:7]=[CH:6][CH:5]=2.[CH2:22]([Sn](CCCC)(CCCC)CCCC)[C:23](=[CH2:25])[CH3:24].C1(C)C=CC=CC=1P(C1C=CC=CC=1C)C1C=CC=CC=1C. Product: [F:21][C:14]1[C:15]([F:20])=[C:16]([OH:19])[CH:17]=[CH:18][C:13]=1[N:3]1[C:4]2[C:9](=[CH:8][CH:7]=[CH:6][CH:5]=2)[C:10]([C:11]#[N:12])=[C:2]1[CH2:24][C:23]([CH3:25])=[CH2:22]. The catalyst class is: 533. (6) Reactant: [F:1][C:2]1[CH:7]=[CH:6][C:5]([C:8]2[O:9][C:10]([C:16]3[CH:20]=[CH:19][S:18][CH:17]=3)=[C:11]([CH2:13][CH2:14][OH:15])[N:12]=2)=[CH:4][CH:3]=1.[CH3:21][S:22](Cl)(=[O:24])=[O:23].C(N(CC)CC)C.O. Product: [F:1][C:2]1[CH:7]=[CH:6][C:5]([C:8]2[O:9][C:10]([C:16]3[CH:20]=[CH:19][S:18][CH:17]=3)=[C:11]([CH2:13][CH2:14][O:15][S:22]([CH3:21])(=[O:24])=[O:23])[N:12]=2)=[CH:4][CH:3]=1. The catalyst class is: 2. (7) Reactant: [CH3:1][CH:2]1[NH:7][CH2:6][C:5]2[C:8]([C:11]3[CH:16]=[CH:15][CH:14]=[CH:13][CH:12]=3)=[N:9][NH:10][C:4]=2[CH2:3]1.CC1C2C(C3C=CC=CC=3)=NNC=2CCN1.[Cl:33][C:34]1[CH:39]=[CH:38][CH:37]=[C:36]([N:40]=[C:41]=[O:42])[CH:35]=1.ClC1C=C(NC(N2CCC3NN=C(C4C=CC=CC=4)C=3C2C)=O)C=CC=1. Product: [Cl:33][C:34]1[CH:35]=[C:36]([NH:40][C:41]([N:7]2[CH:2]([CH3:1])[CH2:3][C:4]3[NH:10][N:9]=[C:8]([C:11]4[CH:16]=[CH:15][CH:14]=[CH:13][CH:12]=4)[C:5]=3[CH2:6]2)=[O:42])[CH:37]=[CH:38][CH:39]=1. The catalyst class is: 2.